From a dataset of Catalyst prediction with 721,799 reactions and 888 catalyst types from USPTO. Predict which catalyst facilitates the given reaction. Reactant: Br[C:2]1[CH:3]=[CH:4][C:5]([CH2:8][O:9][CH3:10])=[N:6][CH:7]=1.[B:11]1(B2OC(C)(C)C(C)(C)O2)[O:15]C(C)(C)C(C)(C)[O:12]1.C([O-])(=O)C.[K+].C1(P(C2CCCCC2)C2CCCCC2)CCCCC1. Product: [CH3:10][O:9][CH2:8][C:5]1[N:6]=[CH:7][C:2]([B:11]([OH:15])[OH:12])=[CH:3][CH:4]=1. The catalyst class is: 62.